From a dataset of Reaction yield outcomes from USPTO patents with 853,638 reactions. Predict the reaction yield, written as a fraction of the theoretical maximum amount of product (1.0 means a 100% yield; for example, 0.34 means a 34% yield). The reactants are [OH:1][C:2]1[CH:10]=[CH:9][C:5]([C:6]([NH2:8])=[O:7])=[CH:4][CH:3]=1.Cl[CH2:12][C:13](=O)[CH2:14][C:15]([O:17][CH3:18])=[O:16]. The catalyst is C(#N)CC. The product is [CH3:18][O:17][C:15](=[O:16])[CH2:14][C:13]1[N:8]=[C:6]([C:5]2[CH:9]=[CH:10][C:2]([OH:1])=[CH:3][CH:4]=2)[O:7][CH:12]=1. The yield is 0.410.